From a dataset of Reaction yield outcomes from USPTO patents with 853,638 reactions. Predict the reaction yield, written as a fraction of the theoretical maximum amount of product (1.0 means a 100% yield; for example, 0.34 means a 34% yield). (1) The reactants are C([Si](C)(C)[O:6][CH2:7][CH2:8][CH2:9][O:10][NH:11][C:12](=[O:29])[C:13]1[CH:18]=[CH:17][C:16]([F:19])=[CH:15][C:14]=1[NH:20][C:21]1[CH:26]=[CH:25][C:24]([I:27])=[CH:23][C:22]=1[CH3:28])(C)(C)C.OS(O)(=O)=O.O. The catalyst is CO. The product is [F:19][C:16]1[CH:17]=[CH:18][C:13]([C:12]([NH:11][O:10][CH2:9][CH2:8][CH2:7][OH:6])=[O:29])=[C:14]([NH:20][C:21]2[CH:26]=[CH:25][C:24]([I:27])=[CH:23][C:22]=2[CH3:28])[CH:15]=1. The yield is 0.740. (2) The reactants are [Cl:1][C:2]1[CH:3]=[C:4]([C:8]2[CH:9]=[C:10]([CH2:17]O)[C:11]([CH3:16])=[N:12][C:13]=2[O:14][CH3:15])[CH:5]=[CH:6][CH:7]=1.[Cl:19]C1C=C(C2C(OC)=NC(C)=C(C=2)C=O)C=CC=1.[BH4-].[Na+]. The catalyst is CO. The product is [Cl:19][CH2:17][C:10]1[C:11]([CH3:16])=[N:12][C:13]([O:14][CH3:15])=[C:8]([C:4]2[CH:5]=[CH:6][CH:7]=[C:2]([Cl:1])[CH:3]=2)[CH:9]=1. The yield is 0.910. (3) The reactants are Cl[C:2]1[C:11]([C:12]#[N:13])=[CH:10][C:9]2[C:8](=[O:14])[CH2:7][C:6]([CH3:16])([CH3:15])[CH2:5][C:4]=2[N:3]=1.[C:17]1([N:23]2[CH2:28][CH2:27][NH:26][CH2:25][CH2:24]2)[CH:22]=[CH:21][CH:20]=[CH:19][CH:18]=1.C(N(CC)CC)C.O. The catalyst is C(O)C. The product is [CH3:15][C:6]1([CH3:16])[CH2:5][C:4]2[N:3]=[C:2]([N:26]3[CH2:27][CH2:28][N:23]([C:17]4[CH:22]=[CH:21][CH:20]=[CH:19][CH:18]=4)[CH2:24][CH2:25]3)[C:11]([C:12]#[N:13])=[CH:10][C:9]=2[C:8](=[O:14])[CH2:7]1. The yield is 0.620. (4) The reactants are [F:1][C:2]([F:15])([F:14])[C:3]1[CH:8]=[CH:7][C:6]([CH2:9][C:10]([NH:12][NH2:13])=O)=[CH:5][CH:4]=1.[N:16]([C:19]1[CH:24]=[CH:23][C:22]([S:25]([NH:28][C:29]2[S:30][CH:31]=[CH:32][N:33]=2)(=[O:27])=[O:26])=[CH:21][CH:20]=1)=[C:17]=[S:18].C(=O)([O-])[O-].[Na+].[Na+]. The catalyst is C(O)C. The product is [S:30]1[CH:31]=[CH:32][N:33]=[C:29]1[NH:28][S:25]([C:22]1[CH:21]=[CH:20][C:19]([NH:16][C:17]2[S:18][C:10]([CH2:9][C:6]3[CH:7]=[CH:8][C:3]([C:2]([F:15])([F:14])[F:1])=[CH:4][CH:5]=3)=[N:12][N:13]=2)=[CH:24][CH:23]=1)(=[O:26])=[O:27]. The yield is 0.200.